This data is from NCI-60 drug combinations with 297,098 pairs across 59 cell lines. The task is: Regression. Given two drug SMILES strings and cell line genomic features, predict the synergy score measuring deviation from expected non-interaction effect. (1) Drug 1: C1=C(C(=O)NC(=O)N1)F. Drug 2: C1=CC(=CC=C1CCCC(=O)O)N(CCCl)CCCl. Cell line: EKVX. Synergy scores: CSS=35.6, Synergy_ZIP=2.34, Synergy_Bliss=5.21, Synergy_Loewe=6.51, Synergy_HSA=11.0. (2) Drug 1: COC1=CC(=CC(=C1O)OC)C2C3C(COC3=O)C(C4=CC5=C(C=C24)OCO5)OC6C(C(C7C(O6)COC(O7)C8=CC=CS8)O)O. Drug 2: CN(C(=O)NC(C=O)C(C(C(CO)O)O)O)N=O. Cell line: CAKI-1. Synergy scores: CSS=42.6, Synergy_ZIP=-2.99, Synergy_Bliss=-4.48, Synergy_Loewe=-65.1, Synergy_HSA=-3.52. (3) Cell line: SF-539. Synergy scores: CSS=41.9, Synergy_ZIP=-10.7, Synergy_Bliss=-9.20, Synergy_Loewe=-15.2, Synergy_HSA=-2.17. Drug 1: C1C(C(OC1N2C=C(C(=O)NC2=O)F)CO)O. Drug 2: C1=NC2=C(N1)C(=S)N=CN2. (4) Drug 1: C1CCC(CC1)NC(=O)N(CCCl)N=O. Drug 2: CCC1(C2=C(COC1=O)C(=O)N3CC4=CC5=C(C=CC(=C5CN(C)C)O)N=C4C3=C2)O.Cl. Cell line: CCRF-CEM. Synergy scores: CSS=79.9, Synergy_ZIP=1.89, Synergy_Bliss=3.00, Synergy_Loewe=-4.53, Synergy_HSA=4.61. (5) Drug 1: CC1=C2C(C(=O)C3(C(CC4C(C3C(C(C2(C)C)(CC1OC(=O)C(C(C5=CC=CC=C5)NC(=O)C6=CC=CC=C6)O)O)OC(=O)C7=CC=CC=C7)(CO4)OC(=O)C)O)C)OC(=O)C. Drug 2: C(CC(=O)O)C(=O)CN.Cl. Cell line: OVCAR3. Synergy scores: CSS=32.6, Synergy_ZIP=-5.40, Synergy_Bliss=-13.5, Synergy_Loewe=-37.4, Synergy_HSA=-10.5.